Dataset: CYP2D6 inhibition data for predicting drug metabolism from PubChem BioAssay. Task: Regression/Classification. Given a drug SMILES string, predict its absorption, distribution, metabolism, or excretion properties. Task type varies by dataset: regression for continuous measurements (e.g., permeability, clearance, half-life) or binary classification for categorical outcomes (e.g., BBB penetration, CYP inhibition). Dataset: cyp2d6_veith. (1) The compound is CON1C(=O)C(=O)N(OC)C2CCCCC21. The result is 0 (non-inhibitor). (2) The molecule is Cc1cnc(CNc2ncncc2-c2ccoc2)cn1. The result is 0 (non-inhibitor). (3) The drug is CC(=O)NCCNc1ncncc1-c1ccc(N(C)C)cc1. The result is 0 (non-inhibitor).